From a dataset of Full USPTO retrosynthesis dataset with 1.9M reactions from patents (1976-2016). Predict the reactants needed to synthesize the given product. (1) Given the product [NH:8]1[C:17]2[C:12](=[CH:13][C:14]([O:18][C:19](=[O:28])[NH:20][C:21]3[CH:26]=[CH:25][CH:24]=[C:23]([Br:27])[CH:22]=3)=[CH:15][CH:16]=2)[CH2:11][CH2:10][CH2:9]1, predict the reactants needed to synthesize it. The reactants are: C([N:8]1[C:17]2[C:12](=[CH:13][C:14]([O:18][C:19](=[O:28])[NH:20][C:21]3[CH:26]=[CH:25][CH:24]=[C:23]([Br:27])[CH:22]=3)=[CH:15][CH:16]=2)[CH2:11][CH2:10][CH2:9]1)C1C=CC=CC=1.[H][H]. (2) Given the product [ClH:29].[CH3:1][O:2][C:3]1[CH:8]=[C:7]([CH2:26][CH:25]2[CH2:24][CH2:23][CH2:27][O:28]2)[C:6]([O:9][CH3:10])=[CH:5][C:4]=1[CH2:11][C@H:12]([NH2:14])[CH3:13], predict the reactants needed to synthesize it. The reactants are: [CH3:1][O:2][C:3]1[CH:8]=[CH:7][C:6]([O:9][CH3:10])=[CH:5][C:4]=1[C:11](=O)[C@H:12]([NH:14]C(=O)C(F)(F)F)[CH3:13].S1[CH:26]=[CH:25][CH:24]=[C:23]1[C:27]([Cl:29])=[O:28]. (3) Given the product [Cl:25][C:26]1[CH:27]=[C:28]([NH:33][C:34]2[C:43]3[C:38](=[CH:39][C:40]([O:45][C@H:46]4[CH2:50][CH2:49][O:48][CH2:47]4)=[C:41]([NH:44][C:22](=[O:24])[CH2:21][P:16](=[O:17])([O:15][CH2:13][CH3:14])[O:18][CH2:19][CH3:20])[CH:42]=3)[N:37]=[CH:36][N:35]=2)[CH:29]=[CH:30][C:31]=1[F:32], predict the reactants needed to synthesize it. The reactants are: C(N1C=CN=C1)(N1C=CN=C1)=O.[CH2:13]([O:15][P:16]([CH2:21][C:22]([OH:24])=O)([O:18][CH2:19][CH3:20])=[O:17])[CH3:14].[Cl:25][C:26]1[CH:27]=[C:28]([NH:33][C:34]2[C:43]3[C:38](=[CH:39][C:40]([O:45][C@H:46]4[CH2:50][CH2:49][O:48][CH2:47]4)=[C:41]([NH2:44])[CH:42]=3)[N:37]=[CH:36][N:35]=2)[CH:29]=[CH:30][C:31]=1[F:32].CC(OC)(C)C. (4) The reactants are: [F:1][C:2]1[C:3]([CH3:33])=[C:4]([C@:8]2([C:21]([O:23][CH2:24][C:25]3[CH:30]=[CH:29][C:28]([O:31][CH3:32])=[CH:27][CH:26]=3)=[O:22])[CH2:12][CH2:11][C:10](OS(C(F)(F)F)(=O)=O)=[CH:9]2)[CH:5]=[CH:6][CH:7]=1.Br[C:35]1[CH:46]=[CH:45][C:38]2[O:39][C:40]([CH3:44])([CH3:43])[CH2:41][NH:42][C:37]=2[CH:36]=1. Given the product [CH3:43][C:40]1([CH3:44])[O:39][C:38]2[CH:45]=[CH:46][C:35]([C:10]3[CH2:11][CH2:12][C@:8]([C:4]4[CH:5]=[CH:6][CH:7]=[C:2]([F:1])[C:3]=4[CH3:33])([C:21]([O:23][CH2:24][C:25]4[CH:30]=[CH:29][C:28]([O:31][CH3:32])=[CH:27][CH:26]=4)=[O:22])[CH:9]=3)=[CH:36][C:37]=2[NH:42][CH2:41]1, predict the reactants needed to synthesize it. (5) The reactants are: [Cl:1][C:2]1[C:3]([F:38])=[C:4]([C@@H:8]2[C@:12]([C:15]3[CH:20]=[CH:19][C:18]([Cl:21])=[CH:17][C:16]=3[F:22])([C:13]#[N:14])[C@H:11]([CH2:23][C:24]([CH3:27])([CH3:26])[CH3:25])[NH:10][C@H:9]2[C:28]([NH:30][C:31]2[CH:36]=[CH:35][C:34](I)=[CH:33][N:32]=2)=[O:29])[CH:5]=[CH:6][CH:7]=1.CN(C=O)C.C(=O)([O-])[O-].[K+].[K+]. Given the product [N:32]1[CH:33]=[CH:34][CH:35]=[CH:36][C:31]=1[NH:30][C:28]([C@H:9]1[C@H:8]([C:4]2[CH:5]=[CH:6][CH:7]=[C:2]([Cl:1])[C:3]=2[F:38])[C@:12]([C:15]2[CH:20]=[CH:19][C:18]([Cl:21])=[CH:17][C:16]=2[F:22])([C:13]#[N:14])[C@H:11]([CH2:23][C:24]([CH3:27])([CH3:26])[CH3:25])[NH:10]1)=[O:29], predict the reactants needed to synthesize it. (6) Given the product [CH2:1]([O:8][C:9]1[C:16]([CH3:17])=[CH:15][C:12]([CH2:13][OH:14])=[C:11]([CH3:18])[CH:10]=1)[C:2]1[CH:7]=[CH:6][CH:5]=[CH:4][CH:3]=1, predict the reactants needed to synthesize it. The reactants are: [CH2:1]([O:8][C:9]1[C:16]([CH3:17])=[CH:15][C:12]([CH:13]=[O:14])=[C:11]([CH3:18])[CH:10]=1)[C:2]1[CH:7]=[CH:6][CH:5]=[CH:4][CH:3]=1.[BH4-].[Na+].C(O)C.Cl. (7) Given the product [CH:14]1([N:11]2[CH2:10][CH2:9][CH:8]([CH2:7][CH2:6][OH:5])[CH2:13][CH2:12]2)[CH2:16][CH2:15]1, predict the reactants needed to synthesize it. The reactants are: [BH4-].[Li+].C([O:5][C:6](=O)[CH2:7][CH:8]1[CH2:13][CH2:12][N:11]([CH:14]2[CH2:16][CH2:15]2)[CH2:10][CH2:9]1)C.CO.O. (8) The reactants are: C(OC(=O)C)(=O)C.[CH3:8][O:9][C:10]1[CH:11]=[C:12]([C:19]([OH:21])=[O:20])[C:13](=[CH:17][CH:18]=1)[C:14]([OH:16])=O. Given the product [CH3:8][O:9][C:10]1[CH:11]=[C:12]2[C:19](=[O:20])[O:21][C:14](=[O:16])[C:13]2=[CH:17][CH:18]=1, predict the reactants needed to synthesize it. (9) Given the product [CH2:28]([N:8]([CH2:1][C:2]1[CH:3]=[CH:4][CH:5]=[CH:6][CH:7]=1)[C@H:9]1[CH2:18][C:17]2[C:12](=[CH:13][CH:14]=[CH:15][C:16]=2[C:36]2[CH:41]=[N:40][C:39]([C:42]([N:44]([CH3:46])[CH3:45])=[O:43])=[N:38][CH:37]=2)[O:11][CH2:10]1)[C:29]1[CH:34]=[CH:33][CH:32]=[CH:31][CH:30]=1, predict the reactants needed to synthesize it. The reactants are: [CH2:1]([N:8]([CH2:28][C:29]1[CH:34]=[CH:33][CH:32]=[CH:31][CH:30]=1)[C@H:9]1[CH2:18][C:17]2[C:12](=[CH:13][CH:14]=[CH:15][C:16]=2B2OC(C)(C)C(C)(C)O2)[O:11][CH2:10]1)[C:2]1[CH:7]=[CH:6][CH:5]=[CH:4][CH:3]=1.Br[C:36]1[CH:37]=[N:38][C:39]([C:42]([N:44]([CH3:46])[CH3:45])=[O:43])=[N:40][CH:41]=1.